The task is: Predict which catalyst facilitates the given reaction.. This data is from Catalyst prediction with 721,799 reactions and 888 catalyst types from USPTO. (1) Reactant: CS(C)=O.[CH3:5][O:6][C:7]([N:9]1[CH2:14][CH2:13][CH:12]([O:15][C:16](=[O:44])[NH:17][C:18]2([C:24]([NH:26][C@@H:27]([CH:41]([CH3:43])[CH3:42])[C@H:28]([OH:40])[C:29]([NH:31][C@H:32]3[CH2:38][CH2:37][CH2:36][CH2:35][NH:34][C:33]3=[O:39])=[O:30])=[O:25])[CH2:23][CH2:22][CH2:21][CH2:20][CH2:19]2)[CH2:11][CH2:10]1)=[O:8].I(C1C=CC=CC=1C(O)=O)(=O)=O.S([O-])([O-])(=O)=S.[Na+].[Na+]. Product: [CH3:5][O:6][C:7]([N:9]1[CH2:14][CH2:13][CH:12]([O:15][C:16](=[O:44])[NH:17][C:18]2([C:24]([NH:26][C@@H:27]([CH:41]([CH3:42])[CH3:43])[C:28](=[O:40])[C:29]([NH:31][C@H:32]3[CH2:38][CH2:37][CH2:36][CH2:35][NH:34][C:33]3=[O:39])=[O:30])=[O:25])[CH2:19][CH2:20][CH2:21][CH2:22][CH2:23]2)[CH2:11][CH2:10]1)=[O:8]. The catalyst class is: 69. (2) Reactant: [CH2:1]([O:8][C@@H:9]([CH3:42])[C@H:10]([O:37][CH2:38]C1CC1)[C@@H:11]([CH2:34]CO)[CH2:12][CH2:13][CH2:14][C@H:15]([NH:26][C:27]([O:29][C:30]([CH3:33])([CH3:32])[CH3:31])=[O:28])[C:16]([O:18][CH2:19][C:20]1[CH:25]=[CH:24][CH:23]=[CH:22][CH:21]=1)=[O:17])C1C=CC=CC=1.C(Br)(Br)(Br)Br.[C:48]1(P([C:48]2[CH:53]=[CH:52][CH:51]=[CH:50][CH:49]=2)[C:48]2[CH:53]=[CH:52][CH:51]=[CH:50][CH:49]=2)[CH:53]=[CH:52][CH:51]=[CH:50][CH:49]=1. Product: [CH2:1]([O:8][C@H:9]([C@H:10]1[C@H:11]([CH2:12][CH2:13][CH2:14][C@H:15]([NH:26][C:27]([O:29][C:30]([CH3:32])([CH3:31])[CH3:33])=[O:28])[C:16]([O:18][CH2:19][C:20]2[CH:25]=[CH:24][CH:23]=[CH:22][CH:21]=2)=[O:17])[CH2:34][CH2:38][O:37]1)[CH3:42])[C:48]1[CH:53]=[CH:52][CH:51]=[CH:50][CH:49]=1. The catalyst class is: 2.